This data is from Full USPTO retrosynthesis dataset with 1.9M reactions from patents (1976-2016). The task is: Predict the reactants needed to synthesize the given product. (1) Given the product [C:19]([O:22][CH2:23][C@H:24]1[CH2:29][C@@H:28]([OH:30])[CH2:27][CH2:26][C@@:25]1([C@H:49]1[CH2:57][CH2:56][C@@:55]2([CH3:58])[C@@H:51]([CH2:52][CH2:53][C@@:54]2([OH:60])[CH3:59])[C@@H:50]1[CH2:61][N:62]=[N+:63]=[N-:64])[CH3:48])(=[O:21])[CH3:20], predict the reactants needed to synthesize it. The reactants are: CCCC[N+](CCCC)(CCCC)CCCC.[F-].[C:19]([O:22][CH2:23][C@H:24]1[CH2:29][C@@H:28]([O:30][Si](C(C)(C)C)(C2C=CC=CC=2)C2C=CC=CC=2)[CH2:27][CH2:26][C@@:25]1([C@H:49]1[CH2:57][CH2:56][C@@:55]2([CH3:58])[C@@H:51]([CH2:52][CH2:53][C@@:54]2([OH:60])[CH3:59])[C@@H:50]1[CH2:61][N:62]=[N+:63]=[N-:64])[CH3:48])(=[O:21])[CH3:20]. (2) Given the product [C:1]([O:5][C:6]([N:8]1[CH2:12][CH2:11][CH2:10][CH:9]1[C:13]1[NH:14][C:15]([C:18]2[CH:19]=[CH:20][C:29]3[C:28]4[C:23](=[CH:24][C:25]([C:32]5[NH:33][C:34]([CH:37]6[CH2:41][CH2:40][CH2:39][N:38]6[C:42]([O:44][C:45]([CH3:48])([CH3:46])[CH3:47])=[O:43])=[N:35][CH:36]=5)=[CH:26][CH:27]=4)[C:22](=[O:51])[C:30]=3[CH:31]=2)=[CH:16][N:17]=1)=[O:7])([CH3:2])([CH3:4])[CH3:3], predict the reactants needed to synthesize it. The reactants are: [C:1]([O:5][C:6]([N:8]1[CH2:12][CH2:11][CH2:10][CH:9]1[C:13]1[NH:14][C:15]([C:18]2[CH:31]=[CH:30][C:29]3[C:28]4[C:23](=[CH:24][C:25]([C:32]5[NH:33][C:34]([CH:37]6[CH2:41][CH2:40][CH2:39][N:38]6[C:42]([O:44][C:45]([CH3:48])([CH3:47])[CH3:46])=[O:43])=[N:35][CH:36]=5)=[CH:26][CH:27]=4)[CH2:22]C[C:20]=3[CH:19]=2)=[CH:16][N:17]=1)=[O:7])([CH3:4])([CH3:3])[CH3:2].CC1(C)C(C)(C)OB(C2C=CC3C4C(=CC(B5OC(C)(C)C(C)(C)O5)=CC=4)C(=O)C=3C=2)[O:51]1. (3) Given the product [CH3:19][C:18]1[C:10]([O:6][CH2:5][C:4]([F:8])([F:7])[F:3])=[N:11][CH:12]=[C:13]([CH:17]=1)[C:14]([OH:16])=[O:15], predict the reactants needed to synthesize it. The reactants are: [H-].[Na+].[F:3][C:4]([F:8])([F:7])[CH2:5][OH:6].F[C:10]1[C:18]([CH3:19])=[CH:17][C:13]([C:14]([OH:16])=[O:15])=[CH:12][N:11]=1.Cl. (4) The reactants are: [CH:1](=[N:8][C:9]([CH3:12])([CH3:11])[CH3:10])[C:2]1[CH:7]=[CH:6][CH:5]=[CH:4][CH:3]=1.C(=O)(O)[O-:14].[Na+].OOS([O-])=O.[K+].O1CN1. Given the product [C:9]([N:8]1[CH:1]([C:2]2[CH:7]=[CH:6][CH:5]=[CH:4][CH:3]=2)[O:14]1)([CH3:12])([CH3:11])[CH3:10], predict the reactants needed to synthesize it. (5) Given the product [Cl:27][C:14]1[CH:13]=[C:12]([NH:11][C:2]2[CH:7]=[CH:6][C:5]([N+:8]([O-:10])=[O:9])=[CH:4][N:3]=2)[CH:26]=[CH:25][C:15]=1[C:16]([C:18]1[CH:23]=[CH:22][CH:21]=[CH:20][C:19]=1[CH3:24])=[O:17], predict the reactants needed to synthesize it. The reactants are: Cl[C:2]1[CH:7]=[CH:6][C:5]([N+:8]([O-:10])=[O:9])=[CH:4][N:3]=1.[NH2:11][C:12]1[CH:26]=[CH:25][C:15]([C:16]([C:18]2[CH:23]=[CH:22][CH:21]=[CH:20][C:19]=2[CH3:24])=[O:17])=[C:14]([Cl:27])[CH:13]=1.CC([O-])(C)C.[K+]. (6) Given the product [CH:1]1([CH2:4][O:5][C:6](=[O:25])[CH:7]([C:12]2[CH:17]=[C:16]([O:18][CH2:19][CH:20]3[CH2:22][CH2:21]3)[C:15]([C:34]3[CH:35]=[CH:36][C:37]4[C:38]([CH:42]=3)=[N:39][O:40][N:41]=4)=[C:14]([Cl:24])[CH:13]=2)[CH2:8][CH:9]([CH3:11])[CH3:10])[CH2:3][CH2:2]1, predict the reactants needed to synthesize it. The reactants are: [CH:1]1([CH2:4][O:5][C:6](=[O:25])[CH:7]([C:12]2[CH:17]=[C:16]([O:18][CH2:19][CH:20]3[CH2:22][CH2:21]3)[C:15](I)=[C:14]([Cl:24])[CH:13]=2)[CH2:8][CH:9]([CH3:11])[CH3:10])[CH2:3][CH2:2]1.CC1(C)C(C)(C)OB([C:34]2[CH:35]=[CH:36][C:37]3[C:38]([CH:42]=2)=[N:39][O:40][N:41]=3)O1.[F-].[Cs+].O.CCOC(C)=O. (7) Given the product [CH3:24][N:17]([C:18]1[CH:23]=[CH:22][CH:21]=[CH:20][CH:19]=1)[C:16]([O:15][C:12]1[N:11]=[CH:10][C:9]([NH:8][CH2:7][C:6]([OH:26])=[O:5])=[CH:14][CH:13]=1)=[O:25], predict the reactants needed to synthesize it. The reactants are: C([O:5][C:6](=[O:26])[CH2:7][NH:8][C:9]1[CH:10]=[N:11][C:12]([O:15][C:16](=[O:25])[N:17]([CH3:24])[C:18]2[CH:23]=[CH:22][CH:21]=[CH:20][CH:19]=2)=[CH:13][CH:14]=1)(C)(C)C.C(OCC)(=O)C.